The task is: Predict the reaction yield, written as a fraction of the theoretical maximum amount of product (1.0 means a 100% yield; for example, 0.34 means a 34% yield).. This data is from Reaction yield outcomes from USPTO patents with 853,638 reactions. The yield is 0.950. The reactants are [Cl:1][C:2]1[N:7]=[C:6]2[N:8]([C:14]3[CH:19]=[CH:18][CH:17]=[C:16]([I:20])[CH:15]=3)[N:9]=[C:10]([C:11](O)=[O:12])[C:5]2=[CH:4][CH:3]=1.[Cl-].[NH4+:22]. No catalyst specified. The product is [Cl:1][C:2]1[N:7]=[C:6]2[N:8]([C:14]3[CH:19]=[CH:18][CH:17]=[C:16]([I:20])[CH:15]=3)[N:9]=[C:10]([C:11]([NH2:22])=[O:12])[C:5]2=[CH:4][CH:3]=1.